This data is from Catalyst prediction with 721,799 reactions and 888 catalyst types from USPTO. The task is: Predict which catalyst facilitates the given reaction. (1) Reactant: [C:1]([NH:4][C:5]1[S:9][C:8]2[C:10]([O:15][CH2:16][CH2:17][N:18]([CH2:21][CH3:22])[CH2:19][CH3:20])=[C:11](Br)[CH:12]=[CH:13][C:7]=2[C:6]=1[C:23]([O:25][CH2:26][CH3:27])=[O:24])(=[O:3])[CH3:2].[N:28]1[CH:33]=[CH:32][C:31](B(O)O)=[CH:30][CH:29]=1.P([O-])([O-])([O-])=O.[K+].[K+].[K+]. Product: [C:1]([NH:4][C:5]1[S:9][C:8]2[C:10]([O:15][CH2:16][CH2:17][N:18]([CH2:21][CH3:22])[CH2:19][CH3:20])=[C:11]([C:31]3[CH:32]=[CH:33][N:28]=[CH:29][CH:30]=3)[CH:12]=[CH:13][C:7]=2[C:6]=1[C:23]([O:25][CH2:26][CH3:27])=[O:24])(=[O:3])[CH3:2]. The catalyst class is: 47. (2) Reactant: Cl.[CH3:2][CH:3]1[CH2:7][CH2:6][CH2:5][CH:4]1[NH2:8].C(N(CC)CC)C.[CH3:16][O:17][C:18]1[CH:19]=[C:20]([CH:24]=[C:25]([O:31][CH3:32])[C:26]=1[O:27][CH2:28][C:29]#[CH:30])[C:21](Cl)=[O:22]. Product: [CH3:2][CH:3]1[CH2:7][CH2:6][CH2:5][CH:4]1[NH:8][C:21](=[O:22])[C:20]1[CH:19]=[C:18]([O:17][CH3:16])[C:26]([O:27][CH2:28][C:29]#[CH:30])=[C:25]([O:31][CH3:32])[CH:24]=1. The catalyst class is: 13. (3) Reactant: C[O:2][C:3]1[CH:4]=[C:5]([C:13]([F:16])([F:15])[F:14])[C:6]2[N:10]=[C:9]([CH3:11])[NH:8][C:7]=2[CH:12]=1.Cl.N1C=CC=CC=1. Product: [CH3:11][C:9]1[NH:8][C:7]2[CH:12]=[C:3]([OH:2])[CH:4]=[C:5]([C:13]([F:16])([F:14])[F:15])[C:6]=2[N:10]=1. The catalyst class is: 3. (4) Reactant: [CH2:1]([O:3][CH:4]([O:14][CH2:15][CH3:16])[C:5]1[CH:10]=[CH:9][C:8]([CH2:11][NH:12][CH3:13])=[CH:7][CH:6]=1)[CH3:2].[CH3:29][C:28]([O:27][C:25](O[C:25]([O:27][C:28]([CH3:31])([CH3:30])[CH3:29])=[O:26])=[O:26])([CH3:31])[CH3:30]. Product: [CH2:15]([O:14][CH:4]([O:3][CH2:1][CH3:2])[C:5]1[CH:10]=[CH:9][C:8]([CH2:11][N:12]([CH3:13])[C:25](=[O:26])[O:27][C:28]([CH3:29])([CH3:30])[CH3:31])=[CH:7][CH:6]=1)[CH3:16]. The catalyst class is: 2. (5) Reactant: [OH:1][N:2]1[C:6](=[O:7])[CH:5]=[CH:4][C:3]1=[O:8].CCN(CC)CC.[C:16](Cl)(=[O:18])[CH3:17]. Product: [O:8]=[C:3]1[CH:4]=[CH:5][C:6](=[O:7])[N:2]1[O:1][C:16](=[O:18])[CH3:17]. The catalyst class is: 2.